From a dataset of Reaction yield outcomes from USPTO patents with 853,638 reactions. Predict the reaction yield, written as a fraction of the theoretical maximum amount of product (1.0 means a 100% yield; for example, 0.34 means a 34% yield). (1) The reactants are [Si:1]([O:8][CH2:9][CH:10]1[CH2:15][O:14][C:13]2[CH:16]=[CH:17][C:18]([C:21]([OH:23])=[O:22])=[C:19]([CH3:20])[C:12]=2[O:11]1)([C:4]([CH3:7])([CH3:6])[CH3:5])([CH3:3])[CH3:2].[F:24][C:25]1[C:30](O)=[C:29]([F:32])[C:28]([F:33])=[C:27]([F:34])[C:26]=1[F:35].C1(N=C=NC2CCCCC2)CCCCC1.C(Cl)Cl. The catalyst is O.C(OCC)(=O)C. The product is [F:24][C:25]1[C:30]([O:22][C:21]([C:18]2[CH:17]=[CH:16][C:13]3[O:14][CH2:15][CH:10]([CH2:9][O:8][Si:1]([C:4]([CH3:7])([CH3:5])[CH3:6])([CH3:3])[CH3:2])[O:11][C:12]=3[C:19]=2[CH3:20])=[O:23])=[C:29]([F:32])[C:28]([F:33])=[C:27]([F:34])[C:26]=1[F:35]. The yield is 0.840. (2) The reactants are [OH:1][C@@:2]1([C:9]#[C:10][C:11]2[CH:12]=[C:13]([N:17]3[C:21]4=[CH:22][N:23]=[CH:24][CH:25]=[C:20]4[C:19]([C:26]([O:28]C)=O)=[N:18]3)[CH:14]=[CH:15][CH:16]=2)[CH2:6][CH2:5][N:4]([CH3:7])[C:3]1=[O:8].[NH3:30]. No catalyst specified. The product is [OH:1][C@@:2]1([C:9]#[C:10][C:11]2[CH:12]=[C:13]([N:17]3[C:21]4=[CH:22][N:23]=[CH:24][CH:25]=[C:20]4[C:19]([C:26]([NH2:30])=[O:28])=[N:18]3)[CH:14]=[CH:15][CH:16]=2)[CH2:6][CH2:5][N:4]([CH3:7])[C:3]1=[O:8]. The yield is 0.260.